This data is from Full USPTO retrosynthesis dataset with 1.9M reactions from patents (1976-2016). The task is: Predict the reactants needed to synthesize the given product. (1) Given the product [ClH:31].[CH2:23]([N:17]1[C:16]2[CH:15]=[CH:14][CH:13]=[C:12]([O:11][CH2:10][CH2:9][NH:7][CH3:6])[C:20]=2[N:19]([CH3:21])[C:18]1=[O:22])[C:24]1[CH:25]=[CH:26][CH:27]=[CH:28][CH:29]=1, predict the reactants needed to synthesize it. The reactants are: C(O[C:6](=O)[N:7]([CH2:9][CH2:10][O:11][C:12]1[C:20]2[N:19]([CH3:21])[C:18](=[O:22])[N:17]([CH2:23][C:24]3[CH:29]=[CH:28][CH:27]=[CH:26][CH:25]=3)[C:16]=2[CH:15]=[CH:14][CH:13]=1)C)(C)(C)C.[ClH:31]. (2) Given the product [CH3:20][C:16]1[C:17]([OH:18])=[C:11]([C:9](=[O:10])[CH2:8][CH2:7][C:1]2[CH:2]=[CH:3][CH:4]=[CH:5][CH:6]=2)[C:12]([OH:13])=[CH:14][C:15]=1[OH:19], predict the reactants needed to synthesize it. The reactants are: [C:1]1([CH2:7][CH2:8][C:9]([C:11]2[C:17]([OH:18])=[CH:16][C:15]([OH:19])=[CH:14][C:12]=2[OH:13])=[O:10])[CH:6]=[CH:5][CH:4]=[CH:3][CH:2]=1.[CH3:20]C(CC1C=CC=CC=1)C(O)=O. (3) Given the product [CH3:20][C:18]1[S:19][C:15]2[CH:14]=[C:13]([OH:12])[CH:22]=[CH:21][C:16]=2[N:17]=1, predict the reactants needed to synthesize it. The reactants are: C(Cl)Cl.B(Br)(Br)Br.C(Cl)Cl.C[O:12][C:13]1[CH:22]=[CH:21][C:16]2[N:17]=[C:18]([CH3:20])[S:19][C:15]=2[CH:14]=1. (4) Given the product [C:34]([O:33][C:32]([NH:31][C:25](=[N:24][C:22](=[O:23])[O:21][C:17]([CH3:20])([CH3:19])[CH3:18])[NH:15][C@@H:11]1[CH2:12][CH2:13][CH2:14][C@H:9]([NH:8][C:6]2[C:5]([F:16])=[CH:4][N:3]=[C:2]([Cl:1])[N:7]=2)[CH2:10]1)=[O:38])([CH3:37])([CH3:36])[CH3:35], predict the reactants needed to synthesize it. The reactants are: [Cl:1][C:2]1[N:7]=[C:6]([NH:8][C@H:9]2[CH2:14][CH2:13][CH2:12][C@@H:11]([NH2:15])[CH2:10]2)[C:5]([F:16])=[CH:4][N:3]=1.[C:17]([O:21][C:22]([N:24]=[C:25]([NH:31][C:32](=[O:38])[O:33][C:34]([CH3:37])([CH3:36])[CH3:35])N1C=CC=N1)=[O:23])([CH3:20])([CH3:19])[CH3:18]. (5) Given the product [CH3:33][N:31]([CH3:32])[S:28]([N:24]1[CH:25]=[CH:26][N:27]=[C:23]1[CH:16]([CH2:15][C:43]1[CH:44]=[CH:45][CH:46]=[CH:47][C:42]=1[OH:41])[CH2:17][C:18]([O:20][CH2:21][CH3:22])=[O:19])(=[O:30])=[O:29], predict the reactants needed to synthesize it. The reactants are: C(OC1C=CC([CH2:15]/[C:16](/[C:23]2[N:24]([S:28]([N:31]([CH3:33])[CH3:32])(=[O:30])=[O:29])[CH:25]=[CH:26][N:27]=2)=[CH:17]/[C:18]([O:20][CH2:21][CH3:22])=[O:19])=CC=1)C1C=CC=CC=1.C([O:41][C:42]1[CH:47]=[CH:46][C:45](C/C(/C2SC=CN=2)=C/C(OCC)=O)=[CH:44][CH:43]=1)C1C=CC=CC=1.